Dataset: Reaction yield outcomes from USPTO patents with 853,638 reactions. Task: Predict the reaction yield, written as a fraction of the theoretical maximum amount of product (1.0 means a 100% yield; for example, 0.34 means a 34% yield). (1) The reactants are Br[C:2]1[CH:3]=[C:4]2[C:9](=[CH:10][CH:11]=1)[N:8]=[CH:7][CH:6]=[CH:5]2.C(O)C.[C:15]1(B(O)O)[CH:20]=[CH:19][CH:18]=[CH:17][CH:16]=1.C([O-])([O-])=O.[K+].[K+]. The catalyst is [NH4+].[Cl-].C(Cl)Cl.C1C=CC([P]([Pd]([P](C2C=CC=CC=2)(C2C=CC=CC=2)C2C=CC=CC=2)([P](C2C=CC=CC=2)(C2C=CC=CC=2)C2C=CC=CC=2)[P](C2C=CC=CC=2)(C2C=CC=CC=2)C2C=CC=CC=2)(C2C=CC=CC=2)C2C=CC=CC=2)=CC=1.C1(C)C=CC=CC=1.O. The product is [C:15]1([C:2]2[CH:3]=[C:4]3[C:9](=[CH:10][CH:11]=2)[N:8]=[CH:7][CH:6]=[CH:5]3)[CH:20]=[CH:19][CH:18]=[CH:17][CH:16]=1. The yield is 0.820. (2) The reactants are [CH3:1][C:2]1([C:5]2[O:9][N:8]=[C:7]([NH2:10])[CH:6]=2)[CH2:4][CH2:3]1.C(C1C=C(N[C:20](=[O:28])[O:21][C:22]2[CH:27]=[CH:26][CH:25]=[CH:24][CH:23]=2)ON=1)(C)C. No catalyst specified. The product is [CH3:1][C:2]1([C:5]2[O:9][N:8]=[C:7]([NH:10][C:20](=[O:28])[O:21][C:22]3[CH:27]=[CH:26][CH:25]=[CH:24][CH:23]=3)[CH:6]=2)[CH2:4][CH2:3]1. The yield is 0.700. (3) The reactants are [CH3:1][C:2]1[N:7]=[CH:6][C:5]([CH:8]=[O:9])=[CH:4][N:3]=1.C1N2CCN(CC2)C1.[C:18]([O:22][CH3:23])(=[O:21])[CH:19]=[CH2:20]. The catalyst is O1CCOCC1.O.[Cl-].[Na+].O. The product is [CH3:23][O:22][C:18](=[O:21])[C:19]([CH:8]([OH:9])[C:5]1[CH:4]=[N:3][C:2]([CH3:1])=[N:7][CH:6]=1)=[CH2:20]. The yield is 0.834. (4) The reactants are [Cl:1][C:2]1[CH:15]=[C:14](/[CH:16]=[CH:17]/[CH:18]([C:23]2[CH:28]=[C:27]([Cl:29])[C:26]([Cl:30])=[C:25]([Cl:31])[CH:24]=2)[C:19]([F:22])([F:21])[F:20])[CH:13]=[CH:12][C:3]=1[CH2:4][NH:5][C:6](=[O:11])[CH2:7][CH2:8]SC.O[O:33][S:34]([O-:36])=O.[K+].[CH3:38]C(C)=O. The catalyst is O. The product is [Cl:1][C:2]1[CH:15]=[C:14](/[CH:16]=[CH:17]/[CH:18]([C:23]2[CH:24]=[C:25]([Cl:31])[C:26]([Cl:30])=[C:27]([Cl:29])[CH:28]=2)[C:19]([F:22])([F:21])[F:20])[CH:13]=[CH:12][C:3]=1[CH2:4][NH:5][C:6](=[O:11])[CH2:7][CH2:8][S:34]([CH3:38])(=[O:36])=[O:33]. The yield is 0.600.